This data is from NCI-60 drug combinations with 297,098 pairs across 59 cell lines. The task is: Regression. Given two drug SMILES strings and cell line genomic features, predict the synergy score measuring deviation from expected non-interaction effect. (1) Drug 1: C1=C(C(=O)NC(=O)N1)N(CCCl)CCCl. Cell line: SN12C. Synergy scores: CSS=37.1, Synergy_ZIP=-11.8, Synergy_Bliss=-5.30, Synergy_Loewe=-3.81, Synergy_HSA=-3.19. Drug 2: C1C(C(OC1N2C=NC3=C2NC=NCC3O)CO)O. (2) Drug 1: CC(C1=C(C=CC(=C1Cl)F)Cl)OC2=C(N=CC(=C2)C3=CN(N=C3)C4CCNCC4)N. Drug 2: CC1CCC2CC(C(=CC=CC=CC(CC(C(=O)C(C(C(=CC(C(=O)CC(OC(=O)C3CCCCN3C(=O)C(=O)C1(O2)O)C(C)CC4CCC(C(C4)OC)O)C)C)O)OC)C)C)C)OC. Cell line: SK-MEL-28. Synergy scores: CSS=21.0, Synergy_ZIP=3.67, Synergy_Bliss=5.04, Synergy_Loewe=-6.16, Synergy_HSA=2.07. (3) Drug 1: C1CNP(=O)(OC1)N(CCCl)CCCl. Drug 2: N.N.Cl[Pt+2]Cl. Cell line: HT29. Synergy scores: CSS=29.6, Synergy_ZIP=-4.13, Synergy_Bliss=-0.805, Synergy_Loewe=-38.4, Synergy_HSA=-4.08. (4) Drug 1: C1CCN(CC1)CCOC2=CC=C(C=C2)C(=O)C3=C(SC4=C3C=CC(=C4)O)C5=CC=C(C=C5)O. Drug 2: C1C(C(OC1N2C=C(C(=O)NC2=O)F)CO)O. Cell line: UACC-257. Synergy scores: CSS=19.5, Synergy_ZIP=-5.51, Synergy_Bliss=-1.38, Synergy_Loewe=-12.2, Synergy_HSA=-1.18. (5) Drug 1: C1=C(C(=O)NC(=O)N1)N(CCCl)CCCl. Drug 2: C1=NC(=NC(=O)N1C2C(C(C(O2)CO)O)O)N. Cell line: K-562. Synergy scores: CSS=49.8, Synergy_ZIP=-3.41, Synergy_Bliss=-4.51, Synergy_Loewe=1.07, Synergy_HSA=2.18. (6) Drug 2: C1CCC(C(C1)N)N.C(=O)(C(=O)[O-])[O-].[Pt+4]. Cell line: HT29. Synergy scores: CSS=44.0, Synergy_ZIP=-5.35, Synergy_Bliss=-3.35, Synergy_Loewe=-0.107, Synergy_HSA=2.84. Drug 1: C1C(C(OC1N2C=C(C(=O)NC2=O)F)CO)O.